From a dataset of Forward reaction prediction with 1.9M reactions from USPTO patents (1976-2016). Predict the product of the given reaction. (1) The product is: [CH2:13]([O:20][C:21]([N:23]1[CH2:28][CH2:27][N:26]([C:11]#[N:10])[CH:25]([CH2:29][CH2:30][O:31][CH3:32])[CH2:24]1)=[O:22])[C:14]1[CH:19]=[CH:18][CH:17]=[CH:16][CH:15]=1. Given the reactants CCN(C(C)C)C(C)C.[N:10]#[C:11]Br.[CH2:13]([O:20][C:21]([N:23]1[CH2:28][CH2:27][NH:26][CH:25]([CH2:29][CH2:30][O:31][CH3:32])[CH2:24]1)=[O:22])[C:14]1[CH:19]=[CH:18][CH:17]=[CH:16][CH:15]=1, predict the reaction product. (2) Given the reactants [Cl:1][C:2]1[CH:3]=[CH:4][C:5]([C:12]2[C:13]([CH3:19])=[N:14][O:15][C:16]=2[CH:17]=O)=[C:6]([CH:11]=1)[C:7]([O:9][CH3:10])=[O:8].[CH3:20][C:21]([S@@:24]([NH2:26])=[O:25])([CH3:23])[CH3:22].[Na+].[Cl-], predict the reaction product. The product is: [C:21]([S@@:24](/[N:26]=[CH:17]/[C:16]1[O:15][N:14]=[C:13]([CH3:19])[C:12]=1[C:5]1[CH:4]=[CH:3][C:2]([Cl:1])=[CH:11][C:6]=1[C:7]([O:9][CH3:10])=[O:8])=[O:25])([CH3:23])([CH3:22])[CH3:20].